Dataset: Forward reaction prediction with 1.9M reactions from USPTO patents (1976-2016). Task: Predict the product of the given reaction. (1) The product is: [CH:3]1([CH2:6][O:7][CH2:13][CH2:14][NH:15][S:16]([C:19]2[CH:24]=[CH:23][C:22]([I:25])=[CH:21][CH:20]=2)(=[O:17])=[O:18])[CH2:5][CH2:4]1. Given the reactants [H-].[Na+].[CH:3]1([CH2:6][OH:7])[CH2:5][CH2:4]1.CS(O[CH2:13][CH2:14][NH:15][S:16]([C:19]1[CH:24]=[CH:23][C:22]([I:25])=[CH:21][CH:20]=1)(=[O:18])=[O:17])(=O)=O, predict the reaction product. (2) The product is: [N:17]1[C:26]2[C:21](=[CH:22][CH:23]=[C:24]([O:27][C:2]3[CH:11]=[CH:10][N:9]=[C:8]4[C:3]=3[C:4]3[CH:16]=[CH:15][CH:14]=[CH:13][C:5]=3[C:6](=[O:12])[NH:7]4)[CH:25]=2)[CH:20]=[CH:19][CH:18]=1. Given the reactants Cl[C:2]1[CH:11]=[CH:10][N:9]=[C:8]2[C:3]=1[C:4]1[CH:16]=[CH:15][CH:14]=[CH:13][C:5]=1[C:6](=[O:12])[NH:7]2.[N:17]1[C:26]2[C:21](=[CH:22][CH:23]=[C:24]([OH:27])[CH:25]=2)[CH:20]=[CH:19][CH:18]=1, predict the reaction product. (3) Given the reactants COC(=O)C[NH:5][C:6](=[O:37])[C:7]1[CH:12]=[C:11]([Cl:13])[C:10]([O:14][C:15]2[CH:20]=[CH:19][N:18]=[CH:17][C:16]=2[C:21]([N:23]2[C:32]3[C:27](=[CH:28][CH:29]=[CH:30][CH:31]=3)[N:26]([CH:33]3[CH2:35][CH2:34]3)[CH2:25][CH2:24]2)=[O:22])=[CH:9][C:8]=1[Cl:36].[CH3:39][O:40][C:41](=[O:52])[CH2:42][CH2:43][CH:44](N)[CH2:45][CH2:46][C:47]([O:49][CH3:50])=[O:48], predict the reaction product. The product is: [CH3:50][O:49][C:47](=[O:48])[CH2:46][CH2:45][CH:44]([NH:5][C:6](=[O:37])[C:7]1[CH:12]=[C:11]([Cl:13])[C:10]([O:14][C:15]2[CH:20]=[CH:19][N:18]=[CH:17][C:16]=2[C:21]([N:23]2[C:32]3[C:27](=[CH:28][CH:29]=[CH:30][CH:31]=3)[N:26]([CH:33]3[CH2:34][CH2:35]3)[CH2:25][CH2:24]2)=[O:22])=[CH:9][C:8]=1[Cl:36])[CH2:43][CH2:42][C:41]([O:40][CH3:39])=[O:52]. (4) Given the reactants [CH3:1][S:2]([C:5]1[CH:12]=[CH:11][C:8]([CH:9]=O)=[CH:7][CH:6]=1)(=[O:4])=[O:3].Cl.[CH2:14]1[C:23](=[O:24])[CH2:22][C:21]2[C:16](=[CH:17][CH:18]=[CH:19][CH:20]=2)[CH2:15]1.O, predict the reaction product. The product is: [CH3:1][S:2]([C:5]1[CH:12]=[CH:11][C:8](/[CH:9]=[C:22]2/[C:23](=[O:24])[CH2:14][CH2:15][C:16]3[C:21]/2=[CH:20][CH:19]=[CH:18][CH:17]=3)=[CH:7][CH:6]=1)(=[O:4])=[O:3]. (5) Given the reactants [CH2:1]([O:3][C:4](=[O:37])[CH:5]=[CH:6][C@@H:7]([CH3:36])[C@@H:8]([O:28][Si:29]([C:32]([CH3:35])([CH3:34])[CH3:33])([CH3:31])[CH3:30])[CH2:9][C@H:10]([O:20][Si:21]([C:24]([CH3:27])([CH3:26])[CH3:25])([CH3:23])[CH3:22])[CH2:11][O:12][Si](C(C)(C)C)(C)C)[CH3:2].C1C=CN=CC=1.F, predict the reaction product. The product is: [CH2:1]([O:3][C:4](=[O:37])[CH:5]=[CH:6][C@@H:7]([CH3:36])[C@@H:8]([O:28][Si:29]([C:32]([CH3:35])([CH3:34])[CH3:33])([CH3:31])[CH3:30])[CH2:9][C@H:10]([O:20][Si:21]([C:24]([CH3:27])([CH3:25])[CH3:26])([CH3:23])[CH3:22])[CH2:11][OH:12])[CH3:2]. (6) Given the reactants Cl[C:2]1[CH:7]=[C:6]([Cl:8])[N:5]=[CH:4][N:3]=1.[C:9]([O:13][C:14]([N:16]1[CH2:21][CH2:20][CH:19]([CH2:22][NH:23][CH3:24])[CH2:18][CH2:17]1)=[O:15])([CH3:12])([CH3:11])[CH3:10].C(N(C(C)C)CC)(C)C, predict the reaction product. The product is: [C:9]([O:13][C:14]([N:16]1[CH2:21][CH2:20][CH:19]([CH2:22][N:23]([C:2]2[CH:7]=[C:6]([Cl:8])[N:5]=[CH:4][N:3]=2)[CH3:24])[CH2:18][CH2:17]1)=[O:15])([CH3:12])([CH3:11])[CH3:10]. (7) Given the reactants [CH3:1][NH:2][C:3]1[CH:8]=[CH:7][CH:6]=[CH:5][CH:4]=1.I[CH2:10][CH2:11][OH:12].C(N(C(C)C)CC)(C)C, predict the reaction product. The product is: [CH3:1][N:2]([C:3]1[CH:8]=[CH:7][CH:6]=[CH:5][CH:4]=1)[CH2:10][CH2:11][OH:12]. (8) Given the reactants [CH2:1]([C:5]1([CH2:18][CH2:19][C:20](=[O:22])[CH3:21])[CH2:14][CH2:13][C:12]2[C:7](=[CH:8][CH:9]=[C:10]([O:15][CH3:16])[CH:11]=2)[C:6]1=O)[CH2:2][CH2:3][CH3:4].N1CCCC1.C(O)(=O)C, predict the reaction product. The product is: [CH2:1]([C:5]12[CH2:18][CH2:19][C:20](=[O:22])[CH:21]=[C:6]1[C:7]1[C:12](=[CH:11][C:10]([O:15][CH3:16])=[CH:9][CH:8]=1)[CH2:13][CH2:14]2)[CH2:2][CH2:3][CH3:4]. (9) Given the reactants [OH-:1].[K+].[NH2:3]O.Cl.[CH3:6][N:7]1[C:11]2[CH:12]=[CH:13][CH:14]=[CH:15][C:10]=2[N:9]=[C:8]1[N:16]([C:28]1[CH:33]=[CH:32][CH:31]=[CH:30][N:29]=1)[CH2:17][CH2:18][CH2:19][CH2:20][CH2:21][CH2:22][C:23]([O:25]CC)=O, predict the reaction product. The product is: [NH2:3][OH:1].[OH:1][NH:3][C:23](=[O:25])[CH2:22][CH2:21][CH2:20][CH2:19][CH2:18][CH2:17][N:16]([C:8]1[N:7]([CH3:6])[C:11]2[CH:12]=[CH:13][CH:14]=[CH:15][C:10]=2[N:9]=1)[C:28]1[CH:33]=[CH:32][CH:31]=[CH:30][N:29]=1. (10) Given the reactants [NH2:1][C@@H:2]([C:5]1[C:6]([Cl:33])=[C:7]([C:11]2[CH:16]=[CH:15][CH:14]=[C:13]([CH2:17][O:18][C:19]3[CH:24]=[CH:23][CH:22]=[CH:21][C:20]=3[CH2:25][C:26]([O:28]C(C)(C)C)=[O:27])[CH:12]=2)[CH:8]=[CH:9][CH:10]=1)[CH2:3][OH:4].C(O)(C(F)(F)F)=O, predict the reaction product. The product is: [NH2:1][C@@H:2]([C:5]1[C:6]([Cl:33])=[C:7]([C:11]2[CH:16]=[CH:15][CH:14]=[C:13]([CH2:17][O:18][C:19]3[CH:24]=[CH:23][CH:22]=[CH:21][C:20]=3[CH2:25][C:26]([OH:28])=[O:27])[CH:12]=2)[CH:8]=[CH:9][CH:10]=1)[CH2:3][OH:4].